Predict the reactants needed to synthesize the given product. From a dataset of Full USPTO retrosynthesis dataset with 1.9M reactions from patents (1976-2016). (1) Given the product [Cl:22][C:23]1[C:24]([O:42][CH3:43])=[C:25]([C:29]2[C:30]([C:38]([OH:40])=[O:39])=[CH:31][C:32]([N+:35]([O-:37])=[O:36])=[CH:33][CH:34]=2)[CH:26]=[CH:27][CH:28]=1, predict the reactants needed to synthesize it. The reactants are: FC1C=CC(OC)=C(C2C(C(O)=O)=CC([N+]([O-])=O)=CC=2)C=1.[Cl:22][C:23]1[C:24]([O:42][CH3:43])=[C:25]([C:29]2[C:30]([C:38]([O:40]C)=[O:39])=[CH:31][C:32]([N+:35]([O-:37])=[O:36])=[CH:33][CH:34]=2)[CH:26]=[CH:27][CH:28]=1. (2) The reactants are: [C:1]([C:4]1[S:8][C:7]([C:9]([OH:11])=O)=[CH:6][CH:5]=1)(=[O:3])[CH3:2].C1C=CC2N(O)N=NC=2C=1.CCN=C=NCCCN(C)C.Cl.[CH3:34][N:35]([CH3:39])[CH2:36][CH2:37][NH2:38]. Given the product [C:1]([C:4]1[S:8][C:7]([C:9]([NH:38][CH2:37][CH2:36][N:35]([CH3:39])[CH3:34])=[O:11])=[CH:6][CH:5]=1)(=[O:3])[CH3:2], predict the reactants needed to synthesize it. (3) Given the product [CH3:34][N:33]([CH3:35])[C:30]1[CH:31]=[CH:32][C:27]([NH:26][S:25]([C:21]2[CH:20]=[C:19]([S:16]([NH:15][CH2:14][CH:11]3[CH2:12][CH2:13][NH:8][CH2:9][CH2:10]3)(=[O:18])=[O:17])[CH:24]=[CH:23][CH:22]=2)(=[O:42])=[O:41])=[CH:28][C:29]=1[C:36]1[O:37][CH:38]=[CH:39][CH:40]=1, predict the reactants needed to synthesize it. The reactants are: C(OC([N:8]1[CH2:13][CH2:12][CH:11]([CH2:14][NH:15][S:16]([C:19]2[CH:24]=[CH:23][CH:22]=[C:21]([S:25](=[O:42])(=[O:41])[NH:26][C:27]3[CH:32]=[CH:31][C:30]([N:33]([CH3:35])[CH3:34])=[C:29]([C:36]4[O:37][CH:38]=[CH:39][CH:40]=4)[CH:28]=3)[CH:20]=2)(=[O:18])=[O:17])[CH2:10][CH2:9]1)=O)(C)(C)C.FC(F)(F)C(O)=O.